From a dataset of Full USPTO retrosynthesis dataset with 1.9M reactions from patents (1976-2016). Predict the reactants needed to synthesize the given product. (1) Given the product [Cl:1][CH2:2][CH2:3][C:4]([C:14]1[CH:15]=[C:16]2[C:11](=[CH:12][CH:13]=1)[NH:10][C:9](=[O:17])[C:8]2([CH3:18])[CH3:7])=[O:5], predict the reactants needed to synthesize it. The reactants are: [Cl:1][CH2:2][CH2:3][C:4](Cl)=[O:5].[CH3:7][C:8]1([CH3:18])[C:16]2[C:11](=[CH:12][CH:13]=[CH:14][CH:15]=2)[NH:10][C:9]1=[O:17].[Cl-].[Cl-].[Cl-].[Al+3]. (2) Given the product [CH2:32]([N:39]1[CH:44]=[CH:43][CH:42]=[C:41]([C:45]([NH:1][C@H:2]([CH2:7][CH2:8][CH2:9][NH:10][C:11]([NH:13][S:14]([C:17]2[C:18]([CH3:31])=[C:19]3[C:24](=[C:25]([CH3:28])[C:26]=2[CH3:27])[O:23][C:22]([CH3:29])([CH3:30])[CH2:21][CH2:20]3)(=[O:15])=[O:16])=[NH:12])[C:3]([O:5][CH3:6])=[O:4])=[O:46])[C:40]1=[O:48])[C:33]1[CH:34]=[CH:35][CH:36]=[CH:37][CH:38]=1, predict the reactants needed to synthesize it. The reactants are: [NH2:1][C@H:2]([CH2:7][CH2:8][CH2:9][NH:10][C:11]([NH:13][S:14]([C:17]1[C:18]([CH3:31])=[C:19]2[C:24](=[C:25]([CH3:28])[C:26]=1[CH3:27])[O:23][C:22]([CH3:30])([CH3:29])[CH2:21][CH2:20]2)(=[O:16])=[O:15])=[NH:12])[C:3]([O:5][CH3:6])=[O:4].[CH2:32]([N:39]1[CH:44]=[CH:43][CH:42]=[C:41]([C:45](O)=[O:46])[C:40]1=[O:48])[C:33]1[CH:38]=[CH:37][CH:36]=[CH:35][CH:34]=1.CN(C(ON1N=NC2C=CC=CC1=2)=[N+](C)C)C.F[P-](F)(F)(F)(F)F.CCN(C(C)C)C(C)C. (3) Given the product [N:24]1([C:22]([C:21]2[CH:28]=[CH:29][C:30]([O:1][C:2]3[CH:3]=[C:4]([CH:9]=[C:10]([O:12][C@@H:13]([CH3:17])[CH2:14][O:15][CH3:16])[CH:11]=3)[C:5]([O:7][CH3:8])=[O:6])=[C:19]([F:18])[CH:20]=2)=[O:23])[CH2:27][CH2:26][CH2:25]1, predict the reactants needed to synthesize it. The reactants are: [OH:1][C:2]1[CH:3]=[C:4]([CH:9]=[C:10]([O:12][C@@H:13]([CH3:17])[CH2:14][O:15][CH3:16])[CH:11]=1)[C:5]([O:7][CH3:8])=[O:6].[F:18][C:19]1[CH:20]=[C:21]([CH:28]=[CH:29][C:30]=1F)[C:22]([N:24]1[CH2:27][CH2:26][CH2:25]1)=[O:23].